This data is from Full USPTO retrosynthesis dataset with 1.9M reactions from patents (1976-2016). The task is: Predict the reactants needed to synthesize the given product. (1) The reactants are: [CH2:1]([C:3]1[NH:4][C:5](=[O:12])[C:6]([CH2:10][CH3:11])=[C:7]([CH3:9])[N:8]=1)[CH3:2].Br[CH2:14][CH2:15][O:16][C:17]1[CH:24]=[CH:23][C:20]([CH:21]=[O:22])=[CH:19][CH:18]=1.[H-].[Na+]. Given the product [CH2:1]([C:3]1[N:4]([CH2:14][CH2:15][O:16][C:17]2[CH:24]=[CH:23][C:20]([CH:21]=[O:22])=[CH:19][CH:18]=2)[C:5](=[O:12])[C:6]([CH2:10][CH3:11])=[C:7]([CH3:9])[N:8]=1)[CH3:2], predict the reactants needed to synthesize it. (2) The reactants are: [SH:1][CH2:2][CH2:3][CH2:4][Si:5]([CH3:10])([CH3:9])[O:6][CH2:7][CH3:8].C(N(CC)CC)C.[C:18](Cl)(=[O:26])[CH2:19][CH2:20][CH2:21][CH2:22][CH2:23][CH2:24][CH3:25]. Given the product [C:18]([S:1][CH2:2][CH2:3][CH2:4][Si:5]([O:6][CH2:7][CH3:8])([CH3:10])[CH3:9])(=[O:26])[CH2:19][CH2:20][CH2:21][CH2:22][CH2:23][CH2:24][CH3:25], predict the reactants needed to synthesize it. (3) Given the product [NH2:19][C@H:15]([CH2:14][C:11]1[CH:12]=[CH:13][C:8]([C:6]2[CH:7]=[C:2]([Cl:1])[CH:3]=[CH:4][C:5]=2[F:25])=[CH:9][CH:10]=1)[CH2:16][C:17]([CH3:24])([C:21]([OH:23])=[O:22])[C:18]([OH:33])=[O:20], predict the reactants needed to synthesize it. The reactants are: [Cl:1][C:2]1[CH:3]=[CH:4][C:5]([F:25])=[C:6]([C:8]2[CH:13]=[CH:12][C:11]([CH2:14][C@H:15]3[NH:19][C:18](=[O:20])[C@:17]([CH3:24])([C:21]([OH:23])=[O:22])[CH2:16]3)=[CH:10][CH:9]=2)[CH:7]=1.CN(C([O:33]N1N=NC2C=CC=NC1=2)=[N+](C)C)C.F[P-](F)(F)(F)(F)F.N.O1CCOCC1.CCN(C(C)C)C(C)C. (4) The reactants are: Br[C:2]1[CH:3]=[CH:4][C:5]([C:8]#[N:9])=[N:6][CH:7]=1.[N:10]1([C:16]([O:18][C:19]([CH3:22])([CH3:21])[CH3:20])=[O:17])[CH2:15][CH2:14][NH:13][CH2:12][CH2:11]1.CC(C)([O-])C.[Na+]. Given the product [C:8]([C:5]1[N:6]=[CH:7][C:2]([N:13]2[CH2:12][CH2:11][N:10]([C:16]([O:18][C:19]([CH3:22])([CH3:21])[CH3:20])=[O:17])[CH2:15][CH2:14]2)=[CH:3][CH:4]=1)#[N:9], predict the reactants needed to synthesize it. (5) Given the product [CH2:27]([N:5]([CH2:3][CH3:4])[CH:6]1[CH2:7][CH2:8][N:9]([C:12](=[O:26])[CH2:13][CH2:14][C:15]2[N:16]([CH2:20][C:21]([OH:23])=[O:22])[CH:17]=[CH:18][N:19]=2)[CH2:10][CH2:11]1)[CH3:28], predict the reactants needed to synthesize it. The reactants are: [OH-].[Na+].[CH2:3]([N:5]([CH2:27][CH3:28])[CH:6]1[CH2:11][CH2:10][N:9]([C:12](=[O:26])[CH2:13][CH2:14][C:15]2[N:16]([CH2:20][C:21]([O:23]CC)=[O:22])[CH:17]=[CH:18][N:19]=2)[CH2:8][CH2:7]1)[CH3:4].Cl. (6) Given the product [OH:5][C:6]1[CH:11]=[CH:10][C:9]([C:12]([NH:13][C:14]2[S:15][C:16]([S:19]([CH3:21])=[O:20])=[CH:17][N:18]=2)=[O:22])=[CH:8][CH:7]=1, predict the reactants needed to synthesize it. The reactants are: Cl.C([O:5][C:6]1[CH:11]=[CH:10][C:9]([C:12](=[O:22])[NH:13][C:14]2[S:15][C:16]([S:19]([CH3:21])=[O:20])=[CH:17][N:18]=2)=[CH:8][CH:7]=1)(=O)C. (7) The reactants are: [NH:1]1[CH:5]=[C:4]([C:6]2[CH:38]=[CH:37][C:9]([C:10]([N:12]3[CH2:17][CH2:16][C:15]([CH2:19][N:20]4[C:25](=[O:26])[C:24]5[CH:27]=[N:28][N:29]([C:30]6[CH:35]=[CH:34][C:33]([F:36])=[CH:32][CH:31]=6)[C:23]=5[N:22]=[CH:21]4)([OH:18])[CH2:14][CH2:13]3)=[O:11])=[CH:8][CH:7]=2)[CH:3]=[N:2]1.OC(C(F)(F)F)=O.FC1C=C[C:50]([N:53]2C3N=CN(CC4(O)CCNCC4)C(=O)C=3C=N2)=[CH:49]C=1.N1C=C(C2C=CC(C(O)=O)=CC=2)C=N1.BrCC#N.C(=O)([O-])[O-].[Cs+].[Cs+]. Given the product [F:36][C:33]1[CH:32]=[CH:31][C:30]([N:29]2[C:23]3[N:22]=[CH:21][N:20]([CH2:19][C:15]4([OH:18])[CH2:16][CH2:17][N:12]([C:10]([C:9]5[CH:37]=[CH:38][C:6]([C:4]6[CH:5]=[N:1][N:2]([CH2:49][C:50]#[N:53])[CH:3]=6)=[CH:7][CH:8]=5)=[O:11])[CH2:13][CH2:14]4)[C:25](=[O:26])[C:24]=3[CH:27]=[N:28]2)=[CH:35][CH:34]=1, predict the reactants needed to synthesize it. (8) Given the product [O:62]=[S:58]1(=[O:61])[CH2:57][CH2:56][CH:55]([NH:54][S:51]([C:48]2[CH:47]=[CH:46][C:45]([C:2]3[CH:7]=[CH:6][N:5]=[C:4]4[N:8]([S:12]([C:15]5[CH:20]=[CH:19][CH:18]=[CH:17][CH:16]=5)(=[O:14])=[O:13])[C:9]([CH3:11])=[CH:10][C:3]=34)=[CH:50][CH:49]=2)(=[O:53])=[O:52])[CH2:60][CH2:59]1, predict the reactants needed to synthesize it. The reactants are: Br[C:2]1[CH:7]=[CH:6][N:5]=[C:4]2[N:8]([S:12]([C:15]3[CH:20]=[CH:19][CH:18]=[CH:17][CH:16]=3)(=[O:14])=[O:13])[C:9]([CH3:11])=[CH:10][C:3]=12.B1(B2OC(C)(C)C(C)(C)O2)OC(C)(C)C(C)(C)O1.C([O-])(=O)C.[K+].Br[C:45]1[CH:50]=[CH:49][C:48]([S:51]([NH:54][CH:55]2[CH2:60][CH2:59][S:58](=[O:62])(=[O:61])[CH2:57][CH2:56]2)(=[O:53])=[O:52])=[CH:47][CH:46]=1. (9) Given the product [NH2:54][C:53]1[C:48]2[C:47]([C:23]3[CH:24]=[CH:25][C:20]([CH2:19][NH:18][C:9]4[N:10]=[CH:11][C:12]([C:14]([F:15])([F:17])[F:16])=[CH:13][C:8]=4[C:7]([NH:6][CH2:5][C:4]4[CH:36]=[CH:37][C:38]([F:39])=[C:2]([F:1])[CH:3]=4)=[O:35])=[CH:21][CH:22]=3)=[CH:46][N:45]([CH2:44][CH2:43][CH2:42][N:41]([CH3:40])[CH3:56])[C:49]=2[N:50]=[CH:51][N:52]=1, predict the reactants needed to synthesize it. The reactants are: [F:1][C:2]1[CH:3]=[C:4]([CH:36]=[CH:37][C:38]=1[F:39])[CH2:5][NH:6][C:7](=[O:35])[C:8]1[CH:13]=[C:12]([C:14]([F:17])([F:16])[F:15])[CH:11]=[N:10][C:9]=1[NH:18][CH2:19][C:20]1[CH:25]=[CH:24][C:23](B2OC(C)(C)C(C)(C)O2)=[CH:22][CH:21]=1.[CH3:40][N:41]([CH3:56])[CH2:42][CH2:43][CH2:44][N:45]1[C:49]2[N:50]=[CH:51][N:52]=[C:53]([NH2:54])[C:48]=2[C:47](I)=[CH:46]1.ClCCl.CN(C)C=O.C(=O)(O)[O-].[Na+].